Dataset: Full USPTO retrosynthesis dataset with 1.9M reactions from patents (1976-2016). Task: Predict the reactants needed to synthesize the given product. Given the product [CH2:1]([O:8][C:9]1[CH:14]=[CH:13][NH:12][C:11](=[O:18])[CH:10]=1)[C:2]1[CH:7]=[CH:6][CH:5]=[CH:4][CH:3]=1, predict the reactants needed to synthesize it. The reactants are: [CH2:1]([O:8][C:9]1[CH:14]=[CH:13][N+:12]([O-])=[CH:11][CH:10]=1)[C:2]1[CH:7]=[CH:6][CH:5]=[CH:4][CH:3]=1.C(OC(=O)C)(=[O:18])C.